This data is from Peptide-MHC class I binding affinity with 185,985 pairs from IEDB/IMGT. The task is: Regression. Given a peptide amino acid sequence and an MHC pseudo amino acid sequence, predict their binding affinity value. This is MHC class I binding data. The peptide sequence is YWQVTWIPEW. The MHC is Mamu-B17 with pseudo-sequence Mamu-B17. The binding affinity (normalized) is 0.122.